From a dataset of Catalyst prediction with 721,799 reactions and 888 catalyst types from USPTO. Predict which catalyst facilitates the given reaction. (1) Product: [ClH:41].[CH2:1]([O:8][C:9]([NH:11][CH2:12][CH2:13][CH2:14][C@@H:15]([C:26]([NH:28][C@H:29]1[CH2:33][CH2:32][CH2:31][C@H:30]1[C:34]([OH:36])=[O:35])=[O:27])[NH:16][CH2:17][C:18]1[CH:23]=[CH:22][CH:21]=[C:20]([O:24][CH3:25])[CH:19]=1)=[O:10])[C:2]1[CH:3]=[CH:4][CH:5]=[CH:6][CH:7]=1. Reactant: [CH2:1]([O:8][C:9]([NH:11][CH2:12][CH2:13][CH2:14][C@@H:15]([C:26]([NH:28][C@H:29]1[CH2:33][CH2:32][CH2:31][C@H:30]1[C:34]([O:36]C(C)(C)C)=[O:35])=[O:27])[NH:16][CH2:17][C:18]1[CH:23]=[CH:22][CH:21]=[C:20]([O:24][CH3:25])[CH:19]=1)=[O:10])[C:2]1[CH:7]=[CH:6][CH:5]=[CH:4][CH:3]=1.[ClH:41].C(OCC)(=O)C. The catalyst class is: 13. (2) Product: [Cl:29][C:20]1[CH:21]=[C:22]([C:23]2[CH:28]=[CH:27][CH:26]=[CH:25][N:24]=2)[C:16]2[O:15][C:14]([N:11]3[CH2:12][CH2:13][NH:8][CH2:9][C@@H:10]3[CH3:30])=[N:18][C:17]=2[C:19]=1[I:31]. The catalyst class is: 55. Reactant: C(OC([N:8]1[CH2:13][CH2:12][N:11]([C:14]2[O:15][C:16]3[C:22]([C:23]4[CH:28]=[CH:27][CH:26]=[CH:25][N:24]=4)=[CH:21][C:20]([Cl:29])=[CH:19][C:17]=3[N:18]=2)[C@@H:10]([CH3:30])[CH2:9]1)=O)(C)(C)C.[I:31]N1C(=O)CCC1=O.C(#N)C.O. (3) Reactant: [Cl:1][C:2]1[CH:7]=[CH:6][C:5]([C:8]2[NH:19][C:11]3=[N:12][CH:13]=[CH:14][C:15]([C:16]([OH:18])=O)=[C:10]3[N:9]=2)=[CH:4][CH:3]=1.[NH2:20][CH2:21][CH2:22][C:23]1[CH:28]=[CH:27][C:26]([NH:29][S:30]([CH2:33][CH3:34])(=[O:32])=[O:31])=[CH:25][CH:24]=1. Product: [CH2:33]([S:30]([NH:29][C:26]1[CH:27]=[CH:28][C:23]([CH2:22][CH2:21][NH:20][C:16]([C:15]2[CH:14]=[CH:13][N:12]=[C:11]3[NH:19][C:8]([C:5]4[CH:4]=[CH:3][C:2]([Cl:1])=[CH:7][CH:6]=4)=[N:9][C:10]=23)=[O:18])=[CH:24][CH:25]=1)(=[O:31])=[O:32])[CH3:34]. The catalyst class is: 3. (4) Reactant: [C:1]([O-])([O-])=O.[K+].[K+].[O:7]=[C:8]1[N:12](/[CH:13]=[CH:14]/[C:15]([O:17][CH3:18])=[O:16])[N:11]=[N:10][NH:9]1.IC.O. Product: [CH3:1][N:9]1[C:8](=[O:7])[N:12](/[CH:13]=[CH:14]/[C:15]([O:17][CH3:18])=[O:16])[N:11]=[N:10]1. The catalyst class is: 31.